This data is from Full USPTO retrosynthesis dataset with 1.9M reactions from patents (1976-2016). The task is: Predict the reactants needed to synthesize the given product. (1) Given the product [C:20]([C:17]1[CH:18]=[CH:19][C:14]([CH2:13][NH:12][C:10](=[O:11])[CH:9]([C:4]2[C:5]([F:8])=[CH:6][CH:7]=[C:2]([NH:1][C:2]3[CH:3]=[CH:4][CH:5]=[CH:6][CH:7]=3)[C:3]=2[F:24])[O:22][CH3:23])=[CH:15][CH:16]=1)#[N:21], predict the reactants needed to synthesize it. The reactants are: [NH2:1][C:2]1[C:3]([F:24])=[C:4]([CH:9]([O:22][CH3:23])[C:10]([NH:12][CH2:13][C:14]2[CH:19]=[CH:18][C:17]([C:20]#[N:21])=[CH:16][CH:15]=2)=[O:11])[C:5]([F:8])=[CH:6][CH:7]=1. (2) Given the product [CH3:1][O:2][CH:3]([O:19][CH3:20])[C@:4]1([CH3:18])[C@@H:9]([OH:10])[C@H:8]([N:29]([C:26]2[CH:25]=[CH:24][C:23]([C:22]([F:37])([F:36])[F:21])=[CH:28][CH:27]=2)[CH2:30][C:31]2[NH:35][CH:34]=[CH:33][N:32]=2)[C:7]2[CH:11]=[C:12]([N+:15]([O-:17])=[O:16])[CH:13]=[CH:14][C:6]=2[O:5]1, predict the reactants needed to synthesize it. The reactants are: [CH3:1][O:2][CH:3]([O:19][CH3:20])[C@:4]1([CH3:18])[C@H:9]2[O:10][C@H:8]2[C:7]2[CH:11]=[C:12]([N+:15]([O-:17])=[O:16])[CH:13]=[CH:14][C:6]=2[O:5]1.[F:21][C:22]([F:37])([F:36])[C:23]1[CH:28]=[CH:27][C:26]([NH:29][CH2:30][C:31]2[NH:32][CH:33]=[CH:34][N:35]=2)=[CH:25][CH:24]=1. (3) Given the product [CH:1]1([C:4]2[N:8]([CH2:9][C:10]3[C:11]([F:20])=[CH:12][C:13]([O:17][CH2:18][CH3:19])=[CH:14][C:15]=3[F:16])[N:7]=[C:6]([C:21]3[N:26]=[C:25]([NH:27][C:28]4[CH:29]=[CH:30][N:31]=[CH:32][CH:33]=4)[C:24]([OH:34])=[CH:23][N:22]=3)[C:5]=2[CH3:36])[CH2:3][CH2:2]1, predict the reactants needed to synthesize it. The reactants are: [CH:1]1([C:4]2[N:8]([CH2:9][C:10]3[C:15]([F:16])=[CH:14][C:13]([O:17][CH2:18][CH3:19])=[CH:12][C:11]=3[F:20])[N:7]=[C:6]([C:21]3[N:26]=[C:25]([NH:27][C:28]4[CH:33]=[CH:32][N:31]=[CH:30][CH:29]=4)[C:24]([O:34]C)=[CH:23][N:22]=3)[C:5]=2[CH3:36])[CH2:3][CH2:2]1.C(=O)([O-])[O-].[K+].[K+].C1(S)C=CC=CC=1. (4) Given the product [NH2:25][C:9]1[CH:10]=[C:11]([N:14]([CH3:24])[S:15]([C:18]2[CH:19]=[CH:20][CH:21]=[CH:22][CH:23]=2)(=[O:17])=[O:16])[CH:12]=[CH:13][C:8]=1[NH:7][CH2:6][CH:1]1[CH2:5][CH2:4][CH2:3][CH2:2]1, predict the reactants needed to synthesize it. The reactants are: [CH:1]1([CH2:6][NH:7][C:8]2[CH:13]=[CH:12][C:11]([N:14]([CH3:24])[S:15]([C:18]3[CH:23]=[CH:22][CH:21]=[CH:20][CH:19]=3)(=[O:17])=[O:16])=[CH:10][C:9]=2[N+:25]([O-])=O)[CH2:5][CH2:4][CH2:3][CH2:2]1. (5) Given the product [ClH:1].[Cl:1][C:2]1[CH:7]=[CH:6][CH:5]=[C:4]([Cl:8])[C:3]=1[CH2:9][O:10][C:11]1[CH:16]=[CH:15][C:14]2[C:17]3([CH2:32][O:33][C:13]=2[CH:12]=1)[CH2:22][CH2:21][N:20]([CH2:23][CH2:24][C:25]([OH:27])=[O:26])[CH2:19][CH2:18]3, predict the reactants needed to synthesize it. The reactants are: [Cl:1][C:2]1[CH:7]=[CH:6][CH:5]=[C:4]([Cl:8])[C:3]=1[CH2:9][O:10][C:11]1[CH:16]=[CH:15][C:14]2[C:17]3([CH2:32][O:33][C:13]=2[CH:12]=1)[CH2:22][CH2:21][N:20]([CH2:23][CH2:24][C:25]([O:27]C(C)(C)C)=[O:26])[CH2:19][CH2:18]3.O1CCOCC1. (6) Given the product [CH3:1][C:2]1([CH3:17])[CH2:7][C:6]([CH3:8])([CH3:9])[CH2:5][CH:4]([C:10]2[CH:15]=[CH:14][CH:13]=[CH:12][C:11]=2[OH:16])[CH2:3]1, predict the reactants needed to synthesize it. The reactants are: [CH3:1][C:2]1([CH3:17])[CH2:7][C:6]([CH3:9])([CH3:8])[CH2:5][C:4]([C:10]2[CH:15]=[CH:14][CH:13]=[CH:12][C:11]=2[OH:16])=[CH:3]1. (7) Given the product [F:17][C:14]1[CH:13]=[CH:12][C:11]([CH:8]([NH2:7])[CH2:9][N:21]2[CH2:22][CH2:23][O:28][CH2:20][CH2:19]2)=[CH:16][CH:15]=1, predict the reactants needed to synthesize it. The reactants are: C(OC(=O)[NH:7][CH:8]([C:11]1[CH:16]=[CH:15][C:14]([F:17])=[CH:13][CH:12]=1)[CH2:9]O)(C)(C)C.[CH2:19]([N:21](CC)[CH2:22][CH3:23])[CH3:20].CS(Cl)(=O)=[O:28].O.